From a dataset of Reaction yield outcomes from USPTO patents with 853,638 reactions. Predict the reaction yield, written as a fraction of the theoretical maximum amount of product (1.0 means a 100% yield; for example, 0.34 means a 34% yield). The reactants are Br[C:2]1[N:12]2[C:13]3[C:8]([CH2:9][CH2:10][CH2:11]2)=[C:7]([Br:14])[C:6]([Br:15])=[C:5]([Br:16])[C:4]=3[N:3]=1.[NH:17]1[CH2:22][CH2:21][NH:20][CH2:19][CH2:18]1.[C:23]([OH:30])(=[O:29])/[CH:24]=[CH:25]\[C:26]([OH:28])=[O:27]. The catalyst is C(O)C.CO. The product is [C:23]([OH:30])(=[O:29])/[CH:24]=[CH:25]\[C:26]([OH:28])=[O:27].[Br:14][C:7]1[C:6]([Br:15])=[C:5]([Br:16])[C:4]2[N:3]=[C:2]([N:17]3[CH2:22][CH2:21][NH:20][CH2:19][CH2:18]3)[N:12]3[C:13]=2[C:8]=1[CH2:9][CH2:10][CH2:11]3. The yield is 0.820.